Dataset: NCI-60 drug combinations with 297,098 pairs across 59 cell lines. Task: Regression. Given two drug SMILES strings and cell line genomic features, predict the synergy score measuring deviation from expected non-interaction effect. Drug 1: CCCCCOC(=O)NC1=NC(=O)N(C=C1F)C2C(C(C(O2)C)O)O. Drug 2: C1CCC(C(C1)N)N.C(=O)(C(=O)[O-])[O-].[Pt+4]. Cell line: SF-539. Synergy scores: CSS=15.2, Synergy_ZIP=-0.430, Synergy_Bliss=-1.93, Synergy_Loewe=-15.4, Synergy_HSA=-4.69.